Dataset: Catalyst prediction with 721,799 reactions and 888 catalyst types from USPTO. Task: Predict which catalyst facilitates the given reaction. (1) Reactant: [Cl:1][C:2]1[C:11]([C:12](OCC)=[O:13])=[C:10]([CH2:17][N:18]2[CH2:23][CH2:22][N:21]([CH3:24])[CH2:20][CH2:19]2)[C:9]2[C:4](=[CH:5][C:6]([Cl:27])=[C:7]([O:25][CH3:26])[CH:8]=2)[N:3]=1.[H-].C([Al+]CC(C)C)C(C)C.[C@H](O)(C([O-])=O)[C@@H](O)C([O-])=O.[Na+].[K+]. Product: [Cl:1][C:2]1[C:11]([CH2:12][OH:13])=[C:10]([CH2:17][N:18]2[CH2:19][CH2:20][N:21]([CH3:24])[CH2:22][CH2:23]2)[C:9]2[C:4](=[CH:5][C:6]([Cl:27])=[C:7]([O:25][CH3:26])[CH:8]=2)[N:3]=1. The catalyst class is: 2. (2) Product: [CH:28]1([NH:31][C:22]([C:21]([OH:27])([CH3:26])[C:20]#[C:19][C:9]2[C:10]([F:18])=[CH:11][C:12]3[O:13][CH2:14][CH2:15][N:16]4[C:6](=[N:5][C:4]([C:1]([NH2:2])=[O:3])=[CH:17]4)[C:7]=3[CH:8]=2)=[O:24])[CH2:30][CH2:29]1. Reactant: [C:1]([C:4]1[N:5]=[C:6]2[N:16]([CH:17]=1)[CH2:15][CH2:14][O:13][C:12]1[C:7]2=[CH:8][C:9]([C:19]#[C:20][C:21]([OH:27])([CH3:26])[C:22]([O:24]C)=O)=[C:10]([F:18])[CH:11]=1)(=[O:3])[NH2:2].[CH:28]1([NH2:31])[CH2:30][CH2:29]1. The catalyst class is: 5. (3) Reactant: [CH2:1]([O:3][C:4](=[O:17])[C:5]1[CH:10]=[CH:9][C:8]([C:11]([F:14])([F:13])[F:12])=[N:7][C:6]=1[CH2:15]Cl)[CH3:2].CN(C=O)C.[Na].[CH3:24][C:25]1[O:29][C:28](=[O:30])[NH:27][N:26]=1. Product: [CH2:1]([O:3][C:4](=[O:17])[C:5]1[CH:10]=[CH:9][C:8]([C:11]([F:14])([F:13])[F:12])=[N:7][C:6]=1[CH2:15][N:27]1[N:26]=[C:25]([CH3:24])[O:29][C:28]1=[O:30])[CH3:2]. The catalyst class is: 6. (4) Reactant: [C:1]1([CH3:11])[CH:6]=[CH:5][C:4]([S:7]([OH:10])(=[O:9])=[O:8])=[CH:3][CH:2]=1.C(O)(C)C.[C:16]([C:18]1[CH:23]=[CH:22][CH:21]=[CH:20][C:19]=1[C:24]1[C:25](=[O:42])[N:26]([C:36]2[CH:41]=[CH:40][CH:39]=[CH:38][CH:37]=2)[CH:27]=[C:28]([C:30]2[CH:35]=[CH:34][CH:33]=[CH:32][N:31]=2)[CH:29]=1)#[N:17].CC(C)=O. Product: [C:1]1([CH3:11])[CH:2]=[CH:3][C:4]([S:7]([OH:10])(=[O:8])=[O:9])=[CH:5][CH:6]=1.[C:16]([C:18]1[CH:23]=[CH:22][CH:21]=[CH:20][C:19]=1[C:24]1[C:25](=[O:42])[N:26]([C:36]2[CH:41]=[CH:40][CH:39]=[CH:38][CH:37]=2)[CH:27]=[C:28]([C:30]2[CH:35]=[CH:34][CH:33]=[CH:32][N:31]=2)[CH:29]=1)#[N:17]. The catalyst class is: 6.